This data is from Catalyst prediction with 721,799 reactions and 888 catalyst types from USPTO. The task is: Predict which catalyst facilitates the given reaction. Reactant: CN[C:3]([C:5]1[CH:10]=[C:9]([O:11][C:12]2[CH:17]=[CH:16][C:15]([NH2:18])=[CH:14][CH:13]=2)[CH:8]=[CH:7][N:6]=1)=[O:4].[OH-:19].[K+].Cl.[CH3:22][Si](Cl)(C)C. Product: [CH3:22][O:19][C:3]([C:5]1[CH:10]=[C:9]([O:11][C:12]2[CH:17]=[CH:16][C:15]([NH2:18])=[CH:14][CH:13]=2)[CH:8]=[CH:7][N:6]=1)=[O:4]. The catalyst class is: 40.